This data is from Catalyst prediction with 721,799 reactions and 888 catalyst types from USPTO. The task is: Predict which catalyst facilitates the given reaction. (1) Reactant: [OH:1][C:2]1[CH:7]=[C:6]([CH3:8])[O:5][C:4](=[O:9])[CH:3]=1.C(N(CC)CC)C.Br[CH2:18][CH2:19][CH2:20][CH2:21][CH2:22][CH2:23][CH2:24][CH2:25][CH2:26][CH2:27][CH2:28][CH2:29][CH2:30][CH3:31]. Product: [CH3:8][C:6]1[O:5][C:4](=[O:9])[CH:3]=[C:2]([O:1][CH2:31][CH2:30][CH2:29][CH2:28][CH2:27][CH2:26][CH2:25][CH2:24][CH2:23][CH2:22][CH2:21][CH2:20][CH2:19][CH3:18])[CH:7]=1. The catalyst class is: 10. (2) Reactant: [F:1][C:2]([F:35])([F:34])[C:3]1[CH:29]=[C:28]([C:30]([F:33])([F:32])[F:31])[CH:27]=[CH:26][C:4]=1[CH2:5][N:6]1[CH2:11][CH2:10][CH:9](/[CH:12]=[C:13]2/[C:14]([NH:19][CH2:20][C:21]([CH3:25])([CH3:24])[CH2:22][OH:23])=[N:15][C:16](=[O:18])[S:17]/2)[CH2:8][CH2:7]1.[C:36]([OH:43])(=[O:42])/[CH:37]=[CH:38]/[C:39]([OH:41])=[O:40]. Product: [C:36]([OH:43])(=[O:42])/[CH:37]=[CH:38]/[C:39]([OH:41])=[O:40].[F:35][C:2]([F:1])([F:34])[C:3]1[CH:29]=[C:28]([C:30]([F:32])([F:33])[F:31])[CH:27]=[CH:26][C:4]=1[CH2:5][N:6]1[CH2:7][CH2:8][CH:9](/[CH:12]=[C:13]2/[C:14]([NH:19][CH2:20][C:21]([CH3:24])([CH3:25])[CH2:22][OH:23])=[N:15][C:16](=[O:18])[S:17]/2)[CH2:10][CH2:11]1. The catalyst class is: 8. (3) Reactant: [CH3:1][N:2]1[CH:6]=[CH:5][N:4]=[CH:3]1.[Li]CCCC.Cl[Si](CC)(CC)CC.[Cl:20][C:21]1[N:30]=[C:29]([C:31]2[CH:36]=[CH:35][CH:34]=[C:33]([Cl:37])[CH:32]=2)[C:28]2[C:23](=[CH:24][CH:25]=[C:26]([C:38]([C:40]3[CH:45]=[CH:44][C:43]([CH3:46])=[CH:42][CH:41]=3)=[O:39])[CH:27]=2)[N:22]=1. Product: [Cl:20][C:21]1[N:30]=[C:29]([C:31]2[CH:36]=[CH:35][CH:34]=[C:33]([Cl:37])[CH:32]=2)[C:28]2[C:23](=[CH:24][CH:25]=[C:26]([C:38]([C:6]3[N:2]([CH3:1])[CH:3]=[N:4][CH:5]=3)([C:40]3[CH:41]=[CH:42][C:43]([CH3:46])=[CH:44][CH:45]=3)[OH:39])[CH:27]=2)[N:22]=1. The catalyst class is: 20. (4) Reactant: [Cl:1][C:2]1[N:7]=[C:6]([NH2:8])[C:5]([NH2:9])=[CH:4][CH:3]=1.O=[C:11]([C:16]1[CH:21]=[CH:20][CH:19]=[CH:18][CH:17]=1)[C:12](OC)=[O:13].CCN(C(C)C)C(C)C. Product: [Cl:1][C:2]1[CH:3]=[CH:4][C:5]2[NH:9][C:12](=[O:13])[C:11]([C:16]3[CH:21]=[CH:20][CH:19]=[CH:18][CH:17]=3)=[N:8][C:6]=2[N:7]=1. The catalyst class is: 3. (5) The catalyst class is: 238. Reactant: Cl[CH2:2][CH2:3][C:4]1[CH:5]=[C:6]2[C:10](=[CH:11][CH:12]=1)[CH2:9][CH:8]([NH:13][C:14](=[O:19])[C:15]([F:18])([F:17])[F:16])[CH2:7]2.Cl.[N:21]1([C:27]2[C:31]3[CH:32]=[CH:33][CH:34]=[CH:35][C:30]=3[S:29][N:28]=2)[CH2:26][CH2:25][NH:24][CH2:23][CH2:22]1.C(=O)([O-])[O-].[Na+].[Na+]. Product: [S:29]1[C:30]2[CH:35]=[CH:34][CH:33]=[CH:32][C:31]=2[C:27]([N:21]2[CH2:22][CH2:23][N:24]([CH2:2][CH2:3][C:4]3[CH:5]=[C:6]4[C:10](=[CH:11][CH:12]=3)[CH2:9][CH:8]([NH:13][C:14](=[O:19])[C:15]([F:18])([F:17])[F:16])[CH2:7]4)[CH2:25][CH2:26]2)=[N:28]1. (6) Reactant: C(N(S(F)(F)[F:7])CC)C.[CH3:10][O:11][C:12](=[O:33])[C@@H:13]([C@H:23](O)[C:24]([N:26]1[CH2:31][CH2:30][O:29][CH2:28][CH2:27]1)=[O:25])[CH2:14][CH2:15][CH2:16][C:17]1[CH:22]=[CH:21][CH:20]=[CH:19][CH:18]=1. Product: [CH3:10][O:11][C:12](=[O:33])[C@@H:13]([C@@H:23]([F:7])[C:24]([N:26]1[CH2:31][CH2:30][O:29][CH2:28][CH2:27]1)=[O:25])[CH2:14][CH2:15][CH2:16][C:17]1[CH:22]=[CH:21][CH:20]=[CH:19][CH:18]=1. The catalyst class is: 2.